Dataset: CYP1A2 inhibition data for predicting drug metabolism from PubChem BioAssay. Task: Regression/Classification. Given a drug SMILES string, predict its absorption, distribution, metabolism, or excretion properties. Task type varies by dataset: regression for continuous measurements (e.g., permeability, clearance, half-life) or binary classification for categorical outcomes (e.g., BBB penetration, CYP inhibition). Dataset: cyp1a2_veith. (1) The drug is NC[C@@H](Cc1ccccc1)P(=O)(O)O. The result is 0 (non-inhibitor). (2) The drug is CCOC(=O)N(c1ccccc1)P1(=S)OCCO1. The result is 1 (inhibitor). (3) The molecule is COC(=O)C1=C(C)NC(C)=C(C(=O)OCCSc2ccccc2)[C@@H]1C. The result is 1 (inhibitor).